Dataset: Full USPTO retrosynthesis dataset with 1.9M reactions from patents (1976-2016). Task: Predict the reactants needed to synthesize the given product. (1) Given the product [CH2:11]([N:18]1[CH2:24][CH:23]([CH2:25][O:26][Si:27]([C:30]([CH3:33])([CH3:32])[CH3:31])([CH3:29])[CH3:28])[CH:22]([C:34]2[CH:39]=[CH:38][C:37]([Cl:40])=[C:36]([Cl:41])[CH:35]=2)[O:21][CH2:20][CH2:19]1)[C:12]1[CH:13]=[CH:14][CH:15]=[CH:16][CH:17]=1, predict the reactants needed to synthesize it. The reactants are: [H-].[Al+3].[Li+].[H-].[H-].[H-].[Cl-].[Al+3].[Cl-].[Cl-].[CH2:11]([N:18]1[CH2:24][CH:23]([CH2:25][O:26][Si:27]([C:30]([CH3:33])([CH3:32])[CH3:31])([CH3:29])[CH3:28])[CH:22]([C:34]2[CH:39]=[CH:38][C:37]([Cl:40])=[C:36]([Cl:41])[CH:35]=2)[O:21][CH2:20][C:19]1=O)[C:12]1[CH:17]=[CH:16][CH:15]=[CH:14][CH:13]=1.[OH-].[Na+]. (2) Given the product [CH3:1][O:2][C:3]([CH:5]1[CH2:11][CH2:10][CH:9]2[N:12]([C:13]3[C:22]4[C:17](=[CH:18][CH:19]=[CH:20][CH:21]=4)[C:16]([C:23]#[N:24])=[CH:15][CH:14]=3)[CH:6]1[CH2:7][CH2:8]2)=[O:4], predict the reactants needed to synthesize it. The reactants are: [CH3:1][O:2][C:3]([C:5]1[CH:6]2[N:12]([C:13]3[C:22]4[C:17](=[CH:18][CH:19]=[CH:20][CH:21]=4)[C:16]([C:23]#[N:24])=[CH:15][CH:14]=3)[CH:9]([CH2:10][CH:11]=1)[CH2:8][CH2:7]2)=[O:4]. (3) Given the product [CH3:1][O:2][C:3]1[CH:12]=[C:11]2[C:6]([CH2:7][CH2:8][N:9]([C:20]([O:22][C:23]([CH3:26])([CH3:25])[CH3:24])=[O:21])[CH2:10]2)=[CH:5][CH:4]=1, predict the reactants needed to synthesize it. The reactants are: [CH3:1][O:2][C:3]1[CH:12]=[C:11]2[C:6]([CH2:7][CH2:8][NH:9][CH2:10]2)=[CH:5][CH:4]=1.C(N(CC)CC)C.[C:20](O[C:20]([O:22][C:23]([CH3:26])([CH3:25])[CH3:24])=[O:21])([O:22][C:23]([CH3:26])([CH3:25])[CH3:24])=[O:21].O. (4) Given the product [N:1]1([C:6]2[N:11]=[CH:10][C:9]([C:12](=[O:28])[CH:13]=[C:14]([C:20]3[CH:25]=[C:24]([Cl:26])[CH:23]=[C:22]([Cl:27])[CH:21]=3)[C:15]([F:18])([F:16])[F:17])=[CH:8][CH:7]=2)[CH:5]=[N:4][CH:3]=[N:2]1, predict the reactants needed to synthesize it. The reactants are: [N:1]1([C:6]2[N:11]=[CH:10][C:9]([C:12](=[O:28])[CH2:13][C:14]([C:20]3[CH:25]=[C:24]([Cl:26])[CH:23]=[C:22]([Cl:27])[CH:21]=3)(O)[C:15]([F:18])([F:17])[F:16])=[CH:8][CH:7]=2)[CH:5]=[N:4][CH:3]=[N:2]1.S(Cl)(Cl)=O.N1C=CC=CC=1. (5) Given the product [CH3:7][O:6][C:4](=[O:5])[CH2:3][C:2]1[CH:8]=[C:9]([CH3:10])[NH:14][N:13]=1, predict the reactants needed to synthesize it. The reactants are: O=[C:2]([CH2:8][C:9](=O)[CH3:10])[CH2:3][C:4]([O:6][CH3:7])=[O:5].O.[NH2:13][NH2:14]. (6) The reactants are: C[O:2][C:3]1[C:8]2[CH:9]=CO[C:7]=2[C:6](/[CH:12]=[CH:13]/C(O)=O)=[CH:5][CH:4]=1.[C:17](Cl)(=[O:21])[C:18](Cl)=[O:19].[CH2:23]([O:30][C:31]1[CH:32]=[C:33]([CH2:39][CH2:40][NH2:41])[CH:34]=[CH:35][C:36]=1[O:37][CH3:38])[C:24]1[CH:29]=[CH:28][CH:27]=[CH:26][CH:25]=1.[CH3:42]CN(C(C)C)C(C)C. Given the product [CH2:23]([O:30][C:31]1[CH:32]=[C:33]([CH2:39][CH2:40][NH:41][C:3](=[O:2])/[CH:4]=[CH:5]/[C:6]2[C:7]3[CH:8]=[CH:9][O:19][C:18]=3[C:17]([O:21][CH3:42])=[CH:13][CH:12]=2)[CH:34]=[CH:35][C:36]=1[O:37][CH3:38])[C:24]1[CH:25]=[CH:26][CH:27]=[CH:28][CH:29]=1, predict the reactants needed to synthesize it. (7) Given the product [CH3:35][O:25][C:24](=[O:26])[CH:23]([C:13]1[C:12](=[O:28])[C:11]2[C:16](=[CH:17][C:8]([NH:7][CH:1]3[CH2:2][CH2:3][CH2:4][CH2:5][CH2:6]3)=[C:9]([F:29])[CH:10]=2)[N:15]([CH:18]2[CH2:22][CH2:21][CH2:20][CH2:19]2)[CH:14]=1)[OH:27], predict the reactants needed to synthesize it. The reactants are: [CH:1]1([NH:7][C:8]2[CH:17]=[C:16]3[C:11]([C:12](=[O:28])[C:13]([CH:23]([OH:27])[C:24]([OH:26])=[O:25])=[CH:14][N:15]3[CH:18]3[CH2:22][CH2:21][CH2:20][CH2:19]3)=[CH:10][C:9]=2[F:29])[CH2:6][CH2:5][CH2:4][CH2:3][CH2:2]1.S(=O)(=O)(O)O.[C:35](=O)([O-])O.[Na+].